This data is from Full USPTO retrosynthesis dataset with 1.9M reactions from patents (1976-2016). The task is: Predict the reactants needed to synthesize the given product. (1) Given the product [CH3:19][O:20][C:2]1[C:3]2[C:12]([C:13]3[CH:18]=[CH:17][CH:16]=[CH:15][CH:14]=3)=[CH:11][O:10][C:4]=2[N:5]=[C:6]([S:8][CH3:9])[N:7]=1, predict the reactants needed to synthesize it. The reactants are: Cl[C:2]1[C:3]2[C:12]([C:13]3[CH:18]=[CH:17][CH:16]=[CH:15][CH:14]=3)=[CH:11][O:10][C:4]=2[N:5]=[C:6]([S:8][CH3:9])[N:7]=1.[CH3:19][O-:20].[Na+].CO. (2) Given the product [C:1]([O-:5])(=[O:4])[CH2:2][CH3:3].[CH2:7]([N+:9]([CH2:12][CH2:13][O:14][CH3:15])([CH3:11])[CH3:10])[CH3:8], predict the reactants needed to synthesize it. The reactants are: [C:1]([OH:5])(=[O:4])[CH2:2][CH3:3].[OH-].[CH2:7]([N+:9]([CH2:12][CH2:13][O:14][CH3:15])([CH3:11])[CH3:10])[CH3:8]. (3) Given the product [CH3:16][C:17]([CH3:26])([CH2:20][N:21]1[CH2:25][CH2:24][CH2:23][CH2:22]1)[CH2:18][O:1][C:2]1[CH:7]=[CH:6][C:5]([C:8]2([C:14]#[N:15])[CH2:13][CH2:12][O:11][CH2:10][CH2:9]2)=[CH:4][CH:3]=1, predict the reactants needed to synthesize it. The reactants are: [OH:1][C:2]1[CH:7]=[CH:6][C:5]([C:8]2([C:14]#[N:15])[CH2:13][CH2:12][O:11][CH2:10][CH2:9]2)=[CH:4][CH:3]=1.[CH3:16][C:17]([CH3:26])([CH2:20][N:21]1[CH2:25][CH2:24][CH2:23][CH2:22]1)[CH2:18]O.C1C=CC(P(C2C=CC=CC=2)C2C=CC=CC=2)=CC=1.CC(OC(/N=N/C(OC(C)C)=O)=O)C. (4) Given the product [Cl:16][C:17]1[CH:18]=[C:19]([NH:23][C:24]2[N:25]=[CH:26][C:27]([CH2:28][OH:29])=[C:31]([CH:33]3[CH2:34][CH2:35]3)[CH:32]=2)[CH:20]=[CH:21][CH:22]=1, predict the reactants needed to synthesize it. The reactants are: C(OC(Cl)=O)C(C)C.CN1CCOCC1.[Cl:16][C:17]1[CH:18]=[C:19]([NH:23][C:24]2[CH:32]=[C:31]([CH:33]3[CH2:35][CH2:34]3)[C:27]([C:28](O)=[O:29])=[CH:26][N:25]=2)[CH:20]=[CH:21][CH:22]=1.[BH4-].[Na+]. (5) The reactants are: [O:1]1[CH2:6][CH2:5][CH:4]([CH2:7][NH:8][C:9]([C:11]2[C:16]([NH:17][C:18]([C:20]3[C:29]4[C:24](=[CH:25][CH:26]=[CH:27][CH:28]=4)[C:23]([NH:30]C(=O)OC(C)(C)C)=[CH:22][CH:21]=3)=[O:19])=[CH:15][CH:14]=[CH:13][N:12]=2)=[O:10])[CH2:3][CH2:2]1.Cl.O1CCOCC1. Given the product [NH2:30][C:23]1[C:24]2[C:29](=[CH:28][CH:27]=[CH:26][CH:25]=2)[C:20]([C:18]([NH:17][C:16]2[C:11]([C:9]([NH:8][CH2:7][CH:4]3[CH2:5][CH2:6][O:1][CH2:2][CH2:3]3)=[O:10])=[N:12][CH:13]=[CH:14][CH:15]=2)=[O:19])=[CH:21][CH:22]=1, predict the reactants needed to synthesize it. (6) Given the product [OH:1][C:2]1[CH:3]=[C:4]2[C:8](=[CH:9][CH:10]=1)[CH:7]([CH2:11][CH2:12][CH3:13])[C:6]1([CH2:21][C:20]3[C:15](=[CH:16][CH:17]=[C:18]([OH:22])[CH:19]=3)[CH2:14]1)[CH:5]2[CH3:23], predict the reactants needed to synthesize it. The reactants are: [OH:1][C:2]1[CH:3]=[C:4]2[C:8](=[CH:9][CH:10]=1)[C:7](=[CH:11][CH2:12][CH3:13])[C:6]1([CH2:21][C:20]3[C:15](=[CH:16][CH:17]=[C:18]([OH:22])[CH:19]=3)[CH2:14]1)[CH:5]2[CH3:23]. (7) Given the product [C:32]([C@H:26]1[CH2:27][C:28]([F:30])([F:31])[CH2:29][N:25]1[C:23](=[O:24])[CH2:22][CH2:21][CH2:20][CH2:19][C:18]([N:12]1[CH2:13][C:14]([F:16])([F:17])[CH2:15][C@@H:11]1[C:9]([OH:10])=[O:8])=[O:42])([OH:34])=[O:33], predict the reactants needed to synthesize it. The reactants are: C([O:8][C:9]([C@H:11]1[CH2:15][C:14]([F:17])([F:16])[CH2:13][N:12]1[C:18](=[O:42])[CH2:19][CH2:20][CH2:21][CH2:22][C:23]([N:25]1[CH2:29][C:28]([F:31])([F:30])[CH2:27][C@@H:26]1[C:32]([O:34]CC1C=CC=CC=1)=[O:33])=[O:24])=[O:10])C1C=CC=CC=1.